This data is from TCR-epitope binding with 47,182 pairs between 192 epitopes and 23,139 TCRs. The task is: Binary Classification. Given a T-cell receptor sequence (or CDR3 region) and an epitope sequence, predict whether binding occurs between them. (1) The epitope is LPPAYTNSF. The TCR CDR3 sequence is CASSSGSPQETQYF. Result: 1 (the TCR binds to the epitope). (2) The epitope is WICLLQFAY. The TCR CDR3 sequence is CASSLSPGANTGELFF. Result: 0 (the TCR does not bind to the epitope). (3) The epitope is SEPVLKGVKL. The TCR CDR3 sequence is CASSQVFGNTGELFF. Result: 0 (the TCR does not bind to the epitope). (4) The epitope is AYILFTRFFYV. The TCR CDR3 sequence is CASSPGLGPQHF. Result: 0 (the TCR does not bind to the epitope). (5) Result: 0 (the TCR does not bind to the epitope). The epitope is VSFIEFVGW. The TCR CDR3 sequence is CASSSHGGPGEFF. (6) The epitope is MPASWVMRI. The TCR CDR3 sequence is CASSEAWNTEAFF. Result: 0 (the TCR does not bind to the epitope).